From a dataset of Full USPTO retrosynthesis dataset with 1.9M reactions from patents (1976-2016). Predict the reactants needed to synthesize the given product. (1) Given the product [CH3:10][C@@:3]12[C@@H:8]([OH:9])[CH2:7][CH2:6][C@H:31]1[C@@H:22]1[CH2:21][CH2:20][C:19]3[C@@:18]([CH3:17])([C@H:23]1[CH2:5][CH2:4]2)[CH2:6][CH2:7][C:8](=[O:9])[CH:3]=3, predict the reactants needed to synthesize it. The reactants are: CN[C:3]1([C:10]2C=CC=CC=2Cl)[C:8](=[O:9])[CH2:7][CH2:6][CH2:5][CH2:4]1.[CH3:17][C:18]1[CH:19]=[CH:20][CH:21]=[C:22]([CH3:31])[C:23]=1NC1SCCCN=1. (2) Given the product [OH:17][C@@H:12]1[CH2:13][CH2:14][CH2:15][CH2:16][C@H:11]1[NH:10][C:8]1[S:9][C:5]2[CH:4]=[C:3]([CH:2]=[O:1])[CH:19]=[CH:18][C:6]=2[N:7]=1, predict the reactants needed to synthesize it. The reactants are: [OH:1][CH2:2][C:3]1[CH:19]=[CH:18][C:6]2[N:7]=[C:8]([NH:10][C@@H:11]3[CH2:16][CH2:15][CH2:14][CH2:13][C@H:12]3[OH:17])[S:9][C:5]=2[CH:4]=1.